This data is from Forward reaction prediction with 1.9M reactions from USPTO patents (1976-2016). The task is: Predict the product of the given reaction. (1) Given the reactants Br[C:2]1[CH:3]=[C:4]([N:10]2[C:14]3=[N:15][CH:16]=[CH:17][CH:18]=[C:13]3[C:12]([C:19]([NH2:21])=[O:20])=[N:11]2)[CH:5]=[C:6]([O:8][CH3:9])[CH:7]=1.[C:22]([C@:24]1([OH:31])[CH2:28][CH2:27][N:26]([CH3:29])[C:25]1=[O:30])#[CH:23], predict the reaction product. The product is: [OH:31][C@@:24]1([C:22]#[C:23][C:2]2[CH:3]=[C:4]([N:10]3[C:14]4=[N:15][CH:16]=[CH:17][CH:18]=[C:13]4[C:12]([C:19]([NH2:21])=[O:20])=[N:11]3)[CH:5]=[C:6]([O:8][CH3:9])[CH:7]=2)[CH2:28][CH2:27][N:26]([CH3:29])[C:25]1=[O:30]. (2) Given the reactants [N:1]1([C:10](=[O:22])[C:11](N2C3C=CC=CC=3N=N2)=[O:12])[C:5]2[CH:6]=[CH:7][CH:8]=[CH:9][C:4]=2[N:3]=[N:2]1.Cl.[F:24][C:25]([F:37])([F:36])[C:26]1[CH:27]=[N:28][C:29]2[CH2:30][CH2:31][NH:32][CH2:33][C:34]=2[CH:35]=1.CCN(CC)CC, predict the reaction product. The product is: [N:1]1([C:10](=[O:22])[C:11]([N:32]2[CH2:31][CH2:30][C:29]3[N:28]=[CH:27][C:26]([C:25]([F:36])([F:24])[F:37])=[CH:35][C:34]=3[CH2:33]2)=[O:12])[C:5]2[CH:6]=[CH:7][CH:8]=[CH:9][C:4]=2[N:3]=[N:2]1. (3) Given the reactants C([Si]([O:8][C:9]1[C:14]([CH3:15])=[CH:13][C:12]([CH:16]2[CH2:18][CH2:17]2)=[CH:11][C:10]=1[CH3:19])(C)C)(C)(C)C.[F-].C([N+](CCCC)(CCCC)CCCC)CCC.C(O)(=O)C, predict the reaction product. The product is: [CH:16]1([C:12]2[CH:11]=[C:10]([CH3:19])[C:9]([OH:8])=[C:14]([CH3:15])[CH:13]=2)[CH2:18][CH2:17]1. (4) Given the reactants [CH2:1]([O:3][C:4]([C:6]1[C:15](=[O:16])[C:14]2[C:9](=[CH:10][C:11](Br)=[CH:12][CH:13]=2)[N:8]([CH2:18][CH3:19])[C:7]=1[S:20][CH3:21])=[O:5])[CH3:2].C([O-])([O-])=O.[Na+].[Na+], predict the reaction product. The product is: [CH2:1]([O:3][C:4]([C:6]1[C:15](=[O:16])[C:14]2[C:9](=[CH:10][C:11]([C:12]3[CH:13]=[CH:14][C:9]([NH2:8])=[CH:10][CH:11]=3)=[CH:12][CH:13]=2)[N:8]([CH2:18][CH3:19])[C:7]=1[S:20][CH3:21])=[O:5])[CH3:2]. (5) Given the reactants C([O:8][C:9]1[CH:18]=[CH:17][C:16]([C:19](=[O:25])[CH:20](OCC)O)=[CH:15][C:10]=1[C:11]([O:13]C)=O)C1C=CC=CC=1.[F:26][C:27]1[CH:28]=[C:29]([C:34]2[N:38]=[C:37]([CH3:39])[N:36]([CH2:40][CH2:41][C:42]([NH2:45])([CH3:44])[CH3:43])[N:35]=2)[CH:30]=[C:31]([F:33])[CH:32]=1, predict the reaction product. The product is: [F:33][C:31]1[CH:30]=[C:29]([C:34]2[N:38]=[C:37]([CH3:39])[N:36]([CH2:40][CH2:41][C:42]([NH:45][CH2:20][CH:19]([C:16]3[CH:17]=[CH:18][C:9]([OH:8])=[C:10]([CH2:11][OH:13])[CH:15]=3)[OH:25])([CH3:43])[CH3:44])[N:35]=2)[CH:28]=[C:27]([F:26])[CH:32]=1. (6) Given the reactants [CH3:1][C:2]1[C:10]2[C:9](=[O:11])[NH:8][C:7]([CH2:12][CH2:13][CH3:14])=[N:6][C:5]=2[S:4][N:3]=1.[CH:15]1[CH:20]=[CH:19][C:18]([CH2:21]Br)=[CH:17][CH:16]=1.C([O-])([O-])=O.[Cs+].[Cs+], predict the reaction product. The product is: [CH2:21]([N:8]1[C:9](=[O:11])[C:10]2[C:2]([CH3:1])=[N:3][S:4][C:5]=2[N:6]=[C:7]1[CH2:12][CH2:13][CH3:14])[C:18]1[CH:19]=[CH:20][CH:15]=[CH:16][CH:17]=1. (7) Given the reactants [ClH:1].[CH3:2][S:3]([C:6]1[CH:11]=[CH:10][C:9]([CH:12]([C:20]2[NH:29][C:23]3=[N:24][CH:25]=[C:26](N)[CH:27]=[C:22]3[CH:21]=2)[CH2:13][CH:14]2[CH2:19][CH2:18][O:17][CH2:16][CH2:15]2)=[CH:8][CH:7]=1)(=[O:5])=[O:4].N([O-])=O.[Na+].[OH-].[Na+], predict the reaction product. The product is: [Cl:1][C:26]1[CH:27]=[C:22]2[CH:21]=[C:20]([CH:12]([C:9]3[CH:10]=[CH:11][C:6]([S:3]([CH3:2])(=[O:5])=[O:4])=[CH:7][CH:8]=3)[CH2:13][CH:14]3[CH2:19][CH2:18][O:17][CH2:16][CH2:15]3)[NH:29][C:23]2=[N:24][CH:25]=1. (8) Given the reactants [CH2:1]([CH:3]([CH2:15][CH2:16][CH2:17][CH3:18])[C:4]([C:6]1[S:10][C:9]2[CH2:11][S:12][CH2:13][C:8]=2[C:7]=1[F:14])=[O:5])[CH3:2].ClC1C=C(C=CC=1)C(OO)=O, predict the reaction product. The product is: [CH2:1]([CH:3]([CH2:15][CH2:16][CH2:17][CH3:18])[C:4]([C:6]1[S:10][C:9]2=[CH:11][S:12][CH:13]=[C:8]2[C:7]=1[F:14])=[O:5])[CH3:2]. (9) Given the reactants [CH3:1][N:2]1[CH2:7][CH2:6][NH:5][CH2:4][CH2:3]1.N1CCNC[CH2:9]1.[NH2:14][C:15]1[CH:22]=[C:21]([Cl:23])[C:20]([Cl:24])=[CH:19][C:16]=1[C:17]#[N:18].NC1C=CC(Cl)=CC=1C#N.[C:35]([NH:38][NH2:39])(=O)[CH3:36].C(NN)=O, predict the reaction product. The product is: [Cl:23][C:21]1[C:20]([Cl:24])=[CH:19][C:16]2[C:17]3[N:39]([N:38]=[C:35]([CH3:36])[N:18]=3)[C:1]([N:2]3[CH2:7][CH2:6][N:5]([CH3:9])[CH2:4][CH2:3]3)=[N:14][C:15]=2[CH:22]=1.